This data is from Forward reaction prediction with 1.9M reactions from USPTO patents (1976-2016). The task is: Predict the product of the given reaction. (1) Given the reactants [CH3:1][CH:2]1[C:6](=[O:7])[CH2:5][CH2:4][C:3]1=[O:8].[NH2:9][C:10]1[CH:19]=[CH:18][C:13]([C:14]([O:16][CH3:17])=[O:15])=[CH:12][C:11]=1[Cl:20], predict the reaction product. The product is: [Cl:20][C:11]1[CH:12]=[C:13]([CH:18]=[CH:19][C:10]=1[NH:9][C:6]1[CH2:5][CH2:4][C:3](=[O:8])[C:2]=1[CH3:1])[C:14]([O:16][CH3:17])=[O:15].[CH3:13][CH2:14][O:15][C:6]([CH3:2])=[O:7]. (2) Given the reactants [CH3:1][O:2][C:3]1[CH:11]=[C:10]2[C:6]([CH2:7][CH:8]([CH3:13])[C:9]2=[O:12])=[CH:5][CH:4]=1.Br[CH2:15][C:16]([O:18][CH2:19][CH3:20])=[O:17].C1C=CC=CC=1.II, predict the reaction product. The product is: [C:16]([O:18][C:19]1[C:20]2[C:10](=[CH:11][C:3]([O:2][CH3:1])=[CH:4][C:5]=2[CH2:6][CH3:7])[CH:9]([OH:12])[C:8]=1[CH3:13])(=[O:17])[CH3:15].